From a dataset of Full USPTO retrosynthesis dataset with 1.9M reactions from patents (1976-2016). Predict the reactants needed to synthesize the given product. (1) Given the product [F:1][C:2]1[CH:12]=[CH:11][CH:10]=[CH:9][C:3]=1[CH:4]=[CH:5][C:6]([NH:26][C@H:24]([C:20]1[CH:21]=[CH:22][CH:23]=[C:18]([N:13]2[CH:17]=[CH:16][N:15]=[CH:14]2)[CH:19]=1)[CH3:25])=[O:8], predict the reactants needed to synthesize it. The reactants are: [F:1][C:2]1[CH:12]=[CH:11][CH:10]=[CH:9][C:3]=1[CH:4]=[CH:5][C:6]([OH:8])=O.[N:13]1([C:18]2[CH:19]=[C:20]([C@@H:24]([NH2:26])[CH3:25])[CH:21]=[CH:22][CH:23]=2)[CH:17]=[CH:16][N:15]=[CH:14]1. (2) Given the product [CH2:1]([NH:8][CH2:9][C@@H:10]([NH:17][S:18]([C:21]1[C:30]2[C:25](=[CH:26][CH:27]=[CH:28][CH:29]=2)[C:24]([CH3:31])=[CH:23][CH:22]=1)(=[O:20])=[O:19])[CH2:11][C:12]1[N:13]=[CH:14][NH:15][CH:16]=1)[C:2]1[CH:7]=[CH:6][CH:5]=[CH:4][CH:3]=1, predict the reactants needed to synthesize it. The reactants are: [CH2:1]([NH:8][C:9](=O)[CH:10]([NH:17][S:18]([C:21]1[C:30]2[C:25](=[CH:26][CH:27]=[CH:28][CH:29]=2)[C:24]([CH3:31])=[CH:23][CH:22]=1)(=[O:20])=[O:19])[CH2:11][C:12]1[N:13]=[CH:14][NH:15][CH:16]=1)[C:2]1[CH:7]=[CH:6][CH:5]=[CH:4][CH:3]=1.C(O)(=O)C. (3) Given the product [Cl:1][C:2]1[CH:3]=[N:4][CH:5]=[C:6]([Cl:10])[C:7]=1[CH:8]=[N:14][OH:11], predict the reactants needed to synthesize it. The reactants are: [Cl:1][C:2]1[CH:3]=[N:4][CH:5]=[C:6]([Cl:10])[C:7]=1[CH:8]=O.[OH-:11].[Na+].Cl.[NH2:14]O. (4) Given the product [C:1]([O:5][C:6](=[O:35])[NH:7][C:8]([C:10]1[S:11][C:12]([S:33][CH3:34])=[C:13]([S:15]([C:18]2[CH:19]=[C:20]([C:24]3[C:29]([CH3:30])=[CH:28][C:27]([Cl:31])=[CH:26][C:25]=3[NH:32][C:50](=[O:51])[CH2:49][CH2:48][CH2:47][S:44]([CH3:43])(=[O:46])=[O:45])[CH:21]=[CH:22][CH:23]=2)(=[O:16])=[O:17])[CH:14]=1)=[NH:9])([CH3:3])([CH3:4])[CH3:2], predict the reactants needed to synthesize it. The reactants are: [C:1]([O:5][C:6](=[O:35])[NH:7][C:8]([C:10]1[S:11][C:12]([S:33][CH3:34])=[C:13]([S:15]([C:18]2[CH:19]=[C:20]([C:24]3[C:29]([CH3:30])=[CH:28][C:27]([Cl:31])=[CH:26][C:25]=3[NH2:32])[CH:21]=[CH:22][CH:23]=2)(=[O:17])=[O:16])[CH:14]=1)=[NH:9])([CH3:4])([CH3:3])[CH3:2].CCN(CC)CC.[CH3:43][S:44]([CH2:47][CH2:48][CH2:49][C:50](Cl)=[O:51])(=[O:46])=[O:45]. (5) Given the product [Cl:1][C:2]1[CH:3]=[C:4]([N:10]2[C:14]([CH3:15])=[C:13]([O:16][C:17]3[CH:18]=[CH:19][C:20]([C:21]([NH:28][NH:27][C:29]([O:31][C:32]([CH3:35])([CH3:34])[CH3:33])=[O:30])=[O:22])=[CH:24][CH:25]=3)[C:12]([CH3:26])=[N:11]2)[CH:5]=[CH:6][C:7]=1[C:8]#[N:9], predict the reactants needed to synthesize it. The reactants are: [Cl:1][C:2]1[CH:3]=[C:4]([N:10]2[C:14]([CH3:15])=[C:13]([O:16][C:17]3[CH:25]=[CH:24][C:20]([C:21](O)=[O:22])=[CH:19][CH:18]=3)[C:12]([CH3:26])=[N:11]2)[CH:5]=[CH:6][C:7]=1[C:8]#[N:9].[NH:27]([C:29]([O:31][C:32]([CH3:35])([CH3:34])[CH3:33])=[O:30])[NH2:28].